This data is from TCR-epitope binding with 47,182 pairs between 192 epitopes and 23,139 TCRs. The task is: Binary Classification. Given a T-cell receptor sequence (or CDR3 region) and an epitope sequence, predict whether binding occurs between them. (1) The epitope is FLASKIGRLV. The TCR CDR3 sequence is CASSHQLAGTYEQYF. Result: 0 (the TCR does not bind to the epitope). (2) The epitope is FVDGVPFVV. The TCR CDR3 sequence is CASSQELADTEAFF. Result: 1 (the TCR binds to the epitope). (3) Result: 1 (the TCR binds to the epitope). The TCR CDR3 sequence is CASSQDARADVNTEAFF. The epitope is LLMPILTLT. (4) The epitope is LLWNGPMAV. The TCR CDR3 sequence is CSAHAGTGGAETQYF. Result: 1 (the TCR binds to the epitope). (5) The epitope is YSEHPTFTSQY. The TCR CDR3 sequence is CASGDSGDEQFF. Result: 0 (the TCR does not bind to the epitope). (6) The epitope is YIFFASFYY. The TCR CDR3 sequence is CASRVTSGSDADTQYF. Result: 1 (the TCR binds to the epitope). (7) The epitope is AVFDRKSDAK. The TCR CDR3 sequence is CSASGASESYEQYF. Result: 1 (the TCR binds to the epitope). (8) The epitope is NEGVKAAW. The TCR CDR3 sequence is CASITDVPMSTDTQYF. Result: 1 (the TCR binds to the epitope). (9) The epitope is GTSGSPIINR. The TCR CDR3 sequence is CASSSDRGSSPLHF. Result: 1 (the TCR binds to the epitope). (10) The epitope is YEGNSPFHPL. The TCR CDR3 sequence is CASCQGGGPSMETQYF. Result: 0 (the TCR does not bind to the epitope).